From a dataset of Full USPTO retrosynthesis dataset with 1.9M reactions from patents (1976-2016). Predict the reactants needed to synthesize the given product. (1) Given the product [CH3:19][O:20][C:21]1[CH:30]=[CH:29][CH:28]=[CH:27][C:22]=1[O:23][CH2:24][CH2:25][NH:26][CH2:3][CH:2]([OH:1])[CH2:4][O:5][C:6]1[CH:7]=[CH:8][CH:9]=[C:10]2[NH:11][C:12]3[CH:13]=[CH:14][CH:15]=[CH:16][C:17]=3[C:18]=12.[C:31]([O-:39])(=[O:38])[C:32]1[CH:37]=[CH:36][CH:35]=[CH:34][CH:33]=1, predict the reactants needed to synthesize it. The reactants are: [O:1]1[CH2:3][CH:2]1[CH2:4][O:5][C:6]1[C:18]2[C:17]3[C:12](=[CH:13][CH:14]=[CH:15][CH:16]=3)[NH:11][C:10]=2[CH:9]=[CH:8][CH:7]=1.[CH3:19][O:20][C:21]1[CH:30]=[CH:29][CH:28]=[CH:27][C:22]=1[O:23][CH2:24][CH2:25][NH2:26].[C:31]([OH:39])(=[O:38])[C:32]1[CH:37]=[CH:36][CH:35]=[CH:34][CH:33]=1. (2) Given the product [Cl:11][CH2:10][C:6]1([OH:9])[CH2:5][O:4][C:3]([CH2:2][Cl:1])([OH:13])[CH2:8][O:7]1, predict the reactants needed to synthesize it. The reactants are: [Cl:1][CH:2](Cl)[C:3]1([OH:13])[CH2:8][O:7][C:6]([CH:10](Cl)[Cl:11])([OH:9])[CH2:5][O:4]1.[H][H]. (3) Given the product [ClH:31].[CH2:38]([N:37]([CH3:36])[CH2:6][CH2:7][C:8]1[CH:13]=[CH:12][C:11]([NH:14][C:15]2[N:24]=[CH:23][C:22]3[CH2:21][C@@H:20]([C:25]4[CH:30]=[CH:29][C:28]([Cl:31])=[CH:27][CH:26]=4)[C:19]4[CH:32]=[CH:33][CH:34]=[CH:35][C:18]=4[C:17]=3[N:16]=2)=[CH:10][CH:9]=1)[CH2:39][CH2:40][CH3:41], predict the reactants needed to synthesize it. The reactants are: CS(O[CH2:6][CH2:7][C:8]1[CH:13]=[CH:12][C:11]([NH:14][C:15]2[N:24]=[CH:23][C:22]3[CH2:21][C@@H:20]([C:25]4[CH:30]=[CH:29][C:28]([Cl:31])=[CH:27][CH:26]=4)[C:19]4[CH:32]=[CH:33][CH:34]=[CH:35][C:18]=4[C:17]=3[N:16]=2)=[CH:10][CH:9]=1)(=O)=O.[CH3:36][NH:37][CH2:38][CH2:39][CH2:40][CH3:41]. (4) The reactants are: [F:1][C:2]([F:11])([F:10])[C:3]1[CH:8]=[CH:7][N:6]=[C:5]([NH2:9])[CH:4]=1.[Cl:12][C:13]1[N:18]=[C:17](Cl)[CH:16]=[C:15]([CH3:20])[N:14]=1.CC(C)([O-])C.[Na+]. Given the product [Cl:12][C:13]1[N:18]=[C:17]([NH:9][C:5]2[CH:4]=[C:3]([C:2]([F:1])([F:10])[F:11])[CH:8]=[CH:7][N:6]=2)[CH:16]=[C:15]([CH3:20])[N:14]=1, predict the reactants needed to synthesize it.